This data is from Full USPTO retrosynthesis dataset with 1.9M reactions from patents (1976-2016). The task is: Predict the reactants needed to synthesize the given product. (1) Given the product [Br:1][C:2]1[CH:3]=[N:4][C:5]([S:10][CH3:9])=[N:6][CH:7]=1, predict the reactants needed to synthesize it. The reactants are: [Br:1][C:2]1[CH:3]=[N:4][C:5](Cl)=[N:6][CH:7]=1.[CH3:9][S-:10].[Na+]. (2) Given the product [CH3:1][O:2][C:3](=[O:4])[C:5]1[CH:10]=[C:9]([Br:11])[C:8]([O:12][CH2:16][CH2:15][O:14][CH3:13])=[N:7][CH:6]=1, predict the reactants needed to synthesize it. The reactants are: [CH3:1][O:2][C:3]([C:5]1[CH:10]=[C:9]([Br:11])[C:8](=[O:12])[NH:7][CH:6]=1)=[O:4].[CH3:13][O:14][CH2:15][CH2:16]O.CC(OC(/N=N/C(OC(C)C)=O)=O)C.C1(P(C2C=CC=CC=2)C2C=CC=CC=2)C=CC=CC=1. (3) Given the product [ClH:17].[CH3:1][O:2][CH2:3][CH:4]1[CH2:9][CH2:8][CH2:7][NH:6][CH2:5]1, predict the reactants needed to synthesize it. The reactants are: [CH3:1][O:2][CH2:3][CH:4]1[CH2:9][CH2:8][CH2:7][N:6](C(OC(C)(C)C)=O)[CH2:5]1.[ClH:17]. (4) Given the product [C:35]([C:39]1[CH:40]=[C:41]([NH:51][C:52]([NH:54][C:55]2[S:56][C:57]([C:62]([N:64]3[CH2:69][CH2:68][O:67][CH2:66][CH2:65]3)=[O:63])=[CH:58][CH:59]=2)=[O:53])[N:42]([C:44]2[CH:49]=[CH:48][C:47]([F:50])=[CH:46][CH:45]=2)[N:43]=1)([CH3:38])([CH3:36])[CH3:37], predict the reactants needed to synthesize it. The reactants are: C(C1C=C(NC(=O)NC2SC(C(O)=O)=CC=2)N(C2C=CC(F)=CC=2)N=1)(C)(C)C.N1CCOCC1.[C:35]([C:39]1[CH:40]=[C:41]([NH:51][C:52]([NH:54][C:55]2[S:56][C:57]([C:62]([N:64]3[CH2:69][CH2:68][O:67][CH2:66][CH2:65]3)=[O:63])=[C:58](Cl)[C:59]=2C)=[O:53])[N:42]([C:44]2[CH:49]=[CH:48][C:47]([F:50])=[CH:46][CH:45]=2)[N:43]=1)([CH3:38])([CH3:37])[CH3:36]. (5) Given the product [CH3:57][O:58][C:59]([C:61]1[CH:66]=[CH:65][C:64]([NH:4][CH:1]2[CH2:3][CH2:2]2)=[C:63]([O:68][CH2:69][CH:70]2[CH2:72][CH2:71]2)[N:62]=1)=[O:60], predict the reactants needed to synthesize it. The reactants are: [CH:1]1([NH2:4])[CH2:3][CH2:2]1.C1(P(C2C(P(C3C=CC=CC=3)C3C=CC=CC=3)=C(C3C4C(=CC=CC=4)C=CC=3)C3C(C=2)=CC=CC=3)C2C=CC=CC=2)C=CC=CC=1.C(=O)([O-])[O-].[Cs+].[Cs+].[CH3:57][O:58][C:59]([C:61]1[CH:66]=[CH:65][C:64](Br)=[C:63]([O:68][CH2:69][CH:70]2[CH2:72][CH2:71]2)[N:62]=1)=[O:60]. (6) Given the product [CH2:11]([NH:13][CH2:2][C:3]1[CH:8]=[CH:7][CH:6]=[C:5]([O:9][CH3:10])[N:4]=1)[CH3:12], predict the reactants needed to synthesize it. The reactants are: Cl[CH2:2][C:3]1[CH:8]=[CH:7][CH:6]=[C:5]([O:9][CH3:10])[N:4]=1.[CH2:11]([NH2:13])[CH3:12].C1COCC1. (7) Given the product [CH2:1]([O:8][C@@H:9]1[CH2:31][CH:30]2[C@:25]([CH3:39])([CH2:26][CH2:27][C@H:28]([O:32][CH:33]3[CH2:38][CH2:37][CH2:36][CH2:35][O:34]3)[CH2:29]2)[C@@H:24]2[C@@H:10]1[C@H:11]1[C@:21]([CH3:40])([CH2:22][CH2:23]2)[C@@H:14]([C@H:15]([CH3:20])[CH2:16][CH2:17][CH:18]([OH:19])[CH:41]([CH3:43])[CH3:42])[CH2:13][CH2:12]1)[C:2]1[CH:3]=[CH:4][CH:5]=[CH:6][CH:7]=1, predict the reactants needed to synthesize it. The reactants are: [CH2:1]([O:8][C@@H:9]1[CH2:31][C@@H:30]2[C@:25]([CH3:39])([CH2:26][CH2:27][C@H:28]([O:32][CH:33]3[CH2:38][CH2:37][CH2:36][CH2:35][O:34]3)[CH2:29]2)[C@@H:24]2[C@@H:10]1[C@H:11]1[C@:21]([CH3:40])([CH2:22][CH2:23]2)[C@@H:14]([C@H:15]([CH3:20])[CH2:16][CH2:17][CH:18]=[O:19])[CH2:13][CH2:12]1)[C:2]1[CH:7]=[CH:6][CH:5]=[CH:4][CH:3]=1.[CH:41]([Mg]Cl)([CH3:43])[CH3:42].[NH4+].[Cl-]. (8) Given the product [F:17][CH:16]([F:18])[C@@:8]1([C:6]2[CH:7]=[C:2]([B:25]3[O:29][C:28]([CH3:31])([CH3:30])[C:27]([CH3:33])([CH3:32])[O:26]3)[CH:3]=[CH:4][C:5]=2[F:19])[C@@H:14]2[C@@H:12]([CH2:13]2)[O:11][C:10]([NH2:15])=[N:9]1, predict the reactants needed to synthesize it. The reactants are: Br[C:2]1[CH:3]=[CH:4][C:5]([F:19])=[C:6]([C@:8]2([CH:16]([F:18])[F:17])[C@@H:14]3[C@@H:12]([CH2:13]3)[O:11][C:10]([NH2:15])=[N:9]2)[CH:7]=1.C([O-])(=O)C.[K+].[B:25]1([B:25]2[O:29][C:28]([CH3:31])([CH3:30])[C:27]([CH3:33])([CH3:32])[O:26]2)[O:29][C:28]([CH3:31])([CH3:30])[C:27]([CH3:33])([CH3:32])[O:26]1. (9) The reactants are: [CH3:1][O:2][C:3]1[CH:4]=[CH:5][C:6]2[C:10]([O:11][C:12]3[CH:26]=[CH:25][C:15]([O:16][CH2:17][CH2:18][N:19]4[CH2:24][CH2:23][CH2:22][CH2:21][CH2:20]4)=[CH:14][CH:13]=3)=[CH:9][S:8][C:7]=2[CH:27]=1.C([Li])CCC.[S:33]1[CH2:38][CH2:37][C:36](=[O:39])[CH2:35][CH2:34]1. Given the product [CH3:1][O:2][C:3]1[CH:4]=[CH:5][C:6]2[C:10]([O:11][C:12]3[CH:13]=[CH:14][C:15]([O:16][CH2:17][CH2:18][N:19]4[CH2:24][CH2:23][CH2:22][CH2:21][CH2:20]4)=[CH:25][CH:26]=3)=[C:9]([C:36]3([OH:39])[CH2:37][CH2:38][S:33][CH2:34][CH2:35]3)[S:8][C:7]=2[CH:27]=1, predict the reactants needed to synthesize it. (10) Given the product [CH3:32][N:33]([CH3:53])[CH2:34][CH2:35][N:36]1[CH2:48][C:47]2[NH:12][C:11]3[CH:10]=[C:9]([F:13])[CH:8]=[C:3]4[C:4](=[O:6])[NH:50][N:51]=[C:38]([C:39]=2[C:2]=34)[CH2:37]1, predict the reactants needed to synthesize it. The reactants are: Br[C:2]1[C:11]([NH2:12])=[CH:10][C:9]([F:13])=[CH:8][C:3]=1[C:4]([O:6]C)=O.O=C1CC(=O)CN(C(OCC2C=CC=CC=2)=O)C1.[CH3:32][N:33]([CH3:53])[CH2:34][CH2:35][N:36]1[CH2:48][C:47]2NC3C=CC=C4C(=O)[NH:50][N:51]=[C:38]([C:39]=2C=34)[CH2:37]1.